Dataset: Forward reaction prediction with 1.9M reactions from USPTO patents (1976-2016). Task: Predict the product of the given reaction. (1) Given the reactants [Br:1][C:2]1[C:7]([OH:8])=[CH:6][CH:5]=[C:4]([CH3:9])[C:3]=1[CH:10]([OH:15])[C:11]([O:13][CH3:14])=[O:12], predict the reaction product. The product is: [Br:1][C:2]1[C:7]([OH:8])=[CH:6][CH:5]=[C:4]([CH3:9])[C:3]=1[CH:10]([O:15][C:3]([CH3:10])([CH3:4])[CH3:2])[C:11]([O:13][CH3:14])=[O:12]. (2) Given the reactants [Cl:1][C:2]1[CH:7]=[C:6]([OH:8])[CH:5]=[CH:4][C:3]=1[CH:9]([CH3:27])[C:10]([C:16]1[CH:17]=[CH:18][C:19]2[O:23][C:22](=[O:24])[N:21]([CH3:25])[C:20]=2[CH:26]=1)([OH:15])[C:11]([F:14])([F:13])[F:12].[CH3:28][O:29][C:30](=[O:39])[C:31]1[CH:36]=[C:35]([Cl:37])[C:34](Cl)=[N:33][CH:32]=1, predict the reaction product. The product is: [CH3:28][O:29][C:30](=[O:39])[C:31]1[CH:36]=[C:35]([Cl:37])[C:34]([O:8][C:6]2[CH:5]=[CH:4][C:3]([CH:9]([CH3:27])[C:10]([OH:15])([C:16]3[CH:17]=[CH:18][C:19]4[O:23][C:22](=[O:24])[N:21]([CH3:25])[C:20]=4[CH:26]=3)[C:11]([F:12])([F:13])[F:14])=[C:2]([Cl:1])[CH:7]=2)=[N:33][CH:32]=1. (3) Given the reactants F[C:2]1[CH:3]=[CH:4][C:5]([N:8]2[C:16]3[CH:15]=[CH:14][N:13]=[CH:12][C:11]=3[N:10]=[CH:9]2)=[N:6][CH:7]=1.BrC1C=CC([F:24])=CN=1, predict the reaction product. The product is: [F:24][C:4]1[C:5]([N:8]2[C:16]3[CH:15]=[CH:14][N:13]=[CH:12][C:11]=3[N:10]=[CH:9]2)=[N:6][CH:7]=[CH:2][CH:3]=1. (4) The product is: [CH2:1]=[C:2]([CH:3]=[N:38][C:12]([O:11][Si:18]([CH3:25])([CH3:24])[CH3:17])=[CH2:13])[CH2:5][CH2:6][CH3:7]. Given the reactants [CH2:1]=[C:2]([CH2:5][CH2:6][CH3:7])[CH:3]=O.ClC1C=[C:11](C=CC=1)[CH:12]=[O:13].[CH3:17][Si:18]([CH3:25])([CH3:24])N[Si:18]([CH3:25])([CH3:24])[CH3:17].C([Li])CCC.C[Si](Cl)(C)C.C([N:38](CC)CC)C.C(Cl)(=O)C, predict the reaction product. (5) Given the reactants [F:1][C:2]1[CH:3]=[C:4]([CH:18]=[CH:19][CH:20]=1)[CH2:5][O:6][C:7]1[CH:12]=[CH:11][C:10]([C:13]#[C:14][C:15](O)=[O:16])=[CH:9][CH:8]=1.O[N:22]1C2C=CC=CC=2N=N1.Cl.CN(C)CCCN=C=NCC.N, predict the reaction product. The product is: [F:1][C:2]1[CH:3]=[C:4]([CH:18]=[CH:19][CH:20]=1)[CH2:5][O:6][C:7]1[CH:12]=[CH:11][C:10]([C:13]#[C:14][C:15]([NH2:22])=[O:16])=[CH:9][CH:8]=1. (6) Given the reactants [H-].[Na+].[N:3]1[CH:8]=[CH:7][CH:6]=[CH:5][C:4]=1[C:9]1[C:18]([C:19]2[C:28]3[C:23](=[CH:24][C:25]([OH:29])=[CH:26][CH:27]=3)[N:22]=[CH:21][CH:20]=2)=[C:12]2[CH2:13][CH2:14][CH2:15][CH2:16][CH2:17][N:11]2[N:10]=1.Cl.Cl[CH2:32][CH2:33][N:34]1[CH2:39][CH2:38][O:37][CH2:36][CH2:35]1, predict the reaction product. The product is: [N:34]1([CH2:33][CH2:32][O:29][C:25]2[CH:24]=[C:23]3[C:28]([C:19]([C:18]4[C:9]([C:4]5[CH:5]=[CH:6][CH:7]=[CH:8][N:3]=5)=[N:10][N:11]5[CH2:17][CH2:16][CH2:15][CH2:14][CH2:13][C:12]=45)=[CH:20][CH:21]=[N:22]3)=[CH:27][CH:26]=2)[CH2:39][CH2:38][O:37][CH2:36][CH2:35]1. (7) Given the reactants [N:1]1([NH:7][C:8]([C:10]2[C:14]([CH3:15])=[C:13]([C:16]3[CH:21]=[CH:20][C:19]([C:22]#[C:23][CH2:24][OH:25])=[CH:18][CH:17]=3)[N:12]([C:26]3[CH:31]=[CH:30][C:29]([Cl:32])=[CH:28][C:27]=3[Cl:33])[N:11]=2)=[O:9])[CH2:6][CH2:5][CH2:4][CH2:3][CH2:2]1.C(Cl)Cl, predict the reaction product. The product is: [N:1]1([NH:7][C:8]([C:10]2[C:14]([CH3:15])=[C:13]([C:16]3[CH:17]=[CH:18][C:19]([CH2:22][CH2:23][CH2:24][OH:25])=[CH:20][CH:21]=3)[N:12]([C:26]3[CH:31]=[CH:30][C:29]([Cl:32])=[CH:28][C:27]=3[Cl:33])[N:11]=2)=[O:9])[CH2:6][CH2:5][CH2:4][CH2:3][CH2:2]1. (8) The product is: [F:30][C:31]1[CH:40]=[CH:39][C:38]([O:41][CH2:42][CH2:43][CH3:44])=[C:37]2[C:32]=1[C:33](=[O:53])[C:34]([C:45]1[CH:46]=[CH:47][C:48]([O:51][CH3:52])=[CH:49][CH:50]=1)=[CH:35][NH:36]2.[C:54]([CH:57]([Cl:21])[CH2:58][NH-:59])([OH:56])=[O:55]. Given the reactants C1(P(C2C=CC=CC=2)C2C=CC=CC=2)C=CC=CC=1.C(Cl)(Cl)(Cl)[Cl:21].C1COCC1.[F:30][C:31]1[CH:40]=[CH:39][C:38]([O:41][CH2:42][CH2:43][CH3:44])=[C:37]2[C:32]=1[C:33](=[O:53])[C:34]([C:45]1[CH:50]=[CH:49][C:48]([O:51][CH3:52])=[CH:47][CH:46]=1)=[CH:35][NH:36]2.[C:54]([CH:57](O)[CH2:58][NH-:59])([OH:56])=[O:55], predict the reaction product. (9) Given the reactants [CH3:1][O:2][C:3]1[CH:8]=[CH:7][CH:6]=[CH:5][C:4]=1[C:9]1[NH:13][N:12]=[C:11]([S:14][CH3:15])[N:10]=1.C(O[C:17]1[CH:22]=[CH:21][CH:20]=[CH:19][C:18]=1C(O)=O)[C:17]1[CH:22]=[CH:21][CH:20]=[CH:19][CH:18]=1.[F:33][C:34]1[CH:41]=[CH:40][CH:39]=[CH:38][C:35]=1CCl, predict the reaction product. The product is: [CH2:1]([O:2][C:3]1[CH:8]=[CH:7][CH:6]=[CH:5][C:4]=1[C:9]1[NH:13][N:12]=[C:11]([S:14][CH2:15][C:41]2[CH:40]=[CH:39][CH:38]=[CH:35][C:34]=2[F:33])[N:10]=1)[C:17]1[CH:22]=[CH:21][CH:20]=[CH:19][CH:18]=1. (10) Given the reactants [NH2:1][C:2]([C@@H:4]1[CH2:8][CH2:7][CH2:6][N:5]1[CH2:9][C:10]1[C:18]2[C:13](=[CH:14][N:15]=[C:16]([C:19]([O:21]C)=O)[CH:17]=2)[N:12]([CH2:23][C:24]2[CH:29]=[CH:28][C:27]([F:30])=[CH:26][CH:25]=2)[CH:11]=1)=[O:3].[OH-:31].[Na+].[NH2:33]O, predict the reaction product. The product is: [NH2:1][C:2]([C@@H:4]1[CH2:8][CH2:7][CH2:6][N:5]1[CH2:9][C:10]1[C:18]2[C:13](=[CH:14][N:15]=[C:16]([C:19]([NH:33][OH:31])=[O:21])[CH:17]=2)[N:12]([CH2:23][C:24]2[CH:29]=[CH:28][C:27]([F:30])=[CH:26][CH:25]=2)[CH:11]=1)=[O:3].